Dataset: Forward reaction prediction with 1.9M reactions from USPTO patents (1976-2016). Task: Predict the product of the given reaction. Given the reactants [CH:1]1[C:10]2[CH2:9][CH2:8][CH2:7][CH2:6][C:5]=2[CH:4]=[CH:3][C:2]=1O.[P:12](Cl)(Cl)(Cl)=[O:13].Cl.[C:18]([O:22][C:23](=[O:27])[C@H:24]([CH3:26])[NH2:25])([CH3:21])([CH3:20])[CH3:19].FC1C([OH:35])=C(F)C(F)=C(F)C=1F.[F:40][C@:41]1([CH3:57])[C@H:45]([OH:46])[C@@H:44]([CH2:47][OH:48])[O:43][C@H:42]1[N:49]1[CH:56]=[CH:55][C:53](=[O:54])[NH:52][C:50]1=[O:51], predict the reaction product. The product is: [C:18]([O:22][C:23](=[O:27])[C@@H:24]([NH:25][P:12]([O:13][C:1]1[C:10]2[CH2:9][CH2:8][CH2:7][CH2:6][C:5]=2[CH:4]=[CH:3][CH:2]=1)([O:48][CH2:47][C@@H:44]1[C@@H:45]([OH:46])[C@:41]([F:40])([CH3:57])[C@H:42]([N:49]2[CH:56]=[CH:55][C:53](=[O:54])[NH:52][C:50]2=[O:51])[O:43]1)=[O:35])[CH3:26])([CH3:21])([CH3:20])[CH3:19].